The task is: Predict the reaction yield, written as a fraction of the theoretical maximum amount of product (1.0 means a 100% yield; for example, 0.34 means a 34% yield).. This data is from Reaction yield outcomes from USPTO patents with 853,638 reactions. (1) The reactants are S([O-])([O-])(=O)=O.[Na+].[Na+].[NH2:8][C:9]1[CH:17]=[CH:16][C:12]2[N:13]=[CH:14][S:15][C:11]=2[CH:10]=1.[O:18]=[CH:19][C:20](Cl)(Cl)Cl.Cl.[NH2:25][OH:26]. The catalyst is Cl.C(O)C.O. The product is [S:15]1[C:11]2[CH:10]=[C:9]([NH:8][C:19](=[O:18])[CH:20]=[N:25][OH:26])[CH:17]=[CH:16][C:12]=2[N:13]=[CH:14]1. The yield is 0.940. (2) The yield is 0.600. The reactants are C1(C)C=CC=CC=1.C(N)(C)(C)C.[Br:13]Br.[CH3:15][C:16]1[CH:25]=[CH:24][C:23]2[C:18](=[C:19]([OH:26])[CH:20]=[CH:21][CH:22]=2)[N:17]=1. The product is [Br:13][C:20]1[C:19]([OH:26])=[C:18]2[C:23]([CH:24]=[CH:25][C:16]([CH3:15])=[N:17]2)=[CH:22][CH:21]=1. The catalyst is C(Cl)Cl. (3) The reactants are Cl[CH2:2][CH2:3][CH2:4][CH2:5][N:6]1[C:10]2[CH:11]=[CH:12][CH:13]=[CH:14][C:9]=2[N:8]=[CH:7]1.[O:15]1[CH:19]=[CH:18][CH:17]=[C:16]1[N:20]1[CH2:25][CH2:24][NH:23][CH2:22][CH2:21]1.C(N(C(C)C)CC)(C)C.[I-].[K+]. The catalyst is C(#N)C. The product is [O:15]1[CH:19]=[CH:18][CH:17]=[C:16]1[N:20]1[CH2:21][CH2:22][N:23]([CH2:2][CH2:3][CH2:4][CH2:5][N:6]2[C:10]3[CH:11]=[CH:12][CH:13]=[CH:14][C:9]=3[N:8]=[CH:7]2)[CH2:24][CH2:25]1. The yield is 0.615. (4) The reactants are [OH-].[Na+].Cl.[NH2:4][CH:5]1[CH2:10][CH2:9][CH2:8][CH2:7][CH:6]1[OH:11].[Cl:12][C:13]1[CH:18]=[CH:17][CH:16]=[CH:15][C:14]=1I.C(O)(C)C. The catalyst is [Cl-].[Na+].O.[Cu]I. The product is [Cl:12][C:13]1[CH:18]=[CH:17][CH:16]=[CH:15][C:14]=1[NH:4][C@@H:5]1[CH2:10][CH2:9][CH2:8][CH2:7][C@H:6]1[OH:11]. The yield is 0.910.